From a dataset of NCI-60 drug combinations with 297,098 pairs across 59 cell lines. Regression. Given two drug SMILES strings and cell line genomic features, predict the synergy score measuring deviation from expected non-interaction effect. (1) Drug 1: CC1C(C(CC(O1)OC2CC(CC3=C2C(=C4C(=C3O)C(=O)C5=C(C4=O)C(=CC=C5)OC)O)(C(=O)C)O)N)O.Cl. Drug 2: CC1=C(C(=O)C2=C(C1=O)N3CC4C(C3(C2COC(=O)N)OC)N4)N. Cell line: SN12C. Synergy scores: CSS=34.6, Synergy_ZIP=-0.953, Synergy_Bliss=2.50, Synergy_Loewe=0.310, Synergy_HSA=4.08. (2) Drug 1: CC1=C(C(=O)C2=C(C1=O)N3CC4C(C3(C2COC(=O)N)OC)N4)N. Drug 2: C1CNP(=O)(OC1)N(CCCl)CCCl. Cell line: NCI/ADR-RES. Synergy scores: CSS=0.388, Synergy_ZIP=-3.25, Synergy_Bliss=-2.73, Synergy_Loewe=-8.83, Synergy_HSA=-3.28. (3) Drug 1: CCN(CC)CCCC(C)NC1=C2C=C(C=CC2=NC3=C1C=CC(=C3)Cl)OC. Drug 2: CC1C(C(CC(O1)OC2CC(CC3=C2C(=C4C(=C3O)C(=O)C5=C(C4=O)C(=CC=C5)OC)O)(C(=O)CO)O)N)O.Cl. Cell line: SF-268. Synergy scores: CSS=43.7, Synergy_ZIP=-3.28, Synergy_Bliss=-2.93, Synergy_Loewe=-15.3, Synergy_HSA=-0.809. (4) Synergy scores: CSS=1.14, Synergy_ZIP=-3.60, Synergy_Bliss=-6.76, Synergy_Loewe=-10.3, Synergy_HSA=-9.49. Drug 2: COC1=C2C(=CC3=C1OC=C3)C=CC(=O)O2. Cell line: SK-MEL-28. Drug 1: C1=CC(=CC=C1CCCC(=O)O)N(CCCl)CCCl. (5) Drug 1: C(=O)(N)NO. Drug 2: CC12CCC3C(C1CCC2OP(=O)(O)O)CCC4=C3C=CC(=C4)OC(=O)N(CCCl)CCCl.[Na+]. Cell line: A549. Synergy scores: CSS=0.234, Synergy_ZIP=-1.62, Synergy_Bliss=-5.97, Synergy_Loewe=-11.4, Synergy_HSA=-6.07. (6) Drug 1: CCCCCOC(=O)NC1=NC(=O)N(C=C1F)C2C(C(C(O2)C)O)O. Drug 2: CC1=C(C(=O)C2=C(C1=O)N3CC4C(C3(C2COC(=O)N)OC)N4)N. Cell line: SF-539. Synergy scores: CSS=39.7, Synergy_ZIP=-4.08, Synergy_Bliss=-6.72, Synergy_Loewe=-18.9, Synergy_HSA=-4.51. (7) Drug 1: C1=NNC2=C1C(=O)NC=N2. Synergy scores: CSS=6.68, Synergy_ZIP=-3.61, Synergy_Bliss=-3.93, Synergy_Loewe=-4.55, Synergy_HSA=-3.24. Drug 2: C1C(C(OC1N2C=NC(=NC2=O)N)CO)O. Cell line: NCI-H460. (8) Drug 1: COC1=C(C=C2C(=C1)N=CN=C2NC3=CC(=C(C=C3)F)Cl)OCCCN4CCOCC4. Drug 2: C1CCC(C(C1)N)N.C(=O)(C(=O)[O-])[O-].[Pt+4]. Cell line: HOP-92. Synergy scores: CSS=25.0, Synergy_ZIP=-7.25, Synergy_Bliss=-4.89, Synergy_Loewe=-1.25, Synergy_HSA=0.484.